Dataset: Reaction yield outcomes from USPTO patents with 853,638 reactions. Task: Predict the reaction yield, written as a fraction of the theoretical maximum amount of product (1.0 means a 100% yield; for example, 0.34 means a 34% yield). (1) The reactants are [Cl:1][C:2]1[CH:3]=[N:4][CH:5]=[C:6]([Cl:11])[C:7]=1[C:8]([OH:10])=O.CC[N:14](C(C)C)C(C)C.CN(C(ON1N=NC2C=CC=NC1=2)=[N+](C)C)C.F[P-](F)(F)(F)(F)F.[Cl:45][C:46]1[CH:47]=[C:48]([CH:52]=[CH:53][N:54]=1)[C:49]([NH2:51])=O. The catalyst is CN(C=O)C. The product is [Cl:11][C:6]1[CH:5]=[N:4][CH:3]=[C:2]([Cl:1])[C:7]=1[C:8]([NH:51][C:49]([C:48]1[CH:52]=[CH:53][N:54]=[C:46]([Cl:45])[CH:47]=1)=[NH:14])=[O:10]. The yield is 0.850. (2) The reactants are [CH3:1][O:2][C:3]([C@@:5]1([F:29])[C@H:7]([C:8]2[CH:13]=[CH:12][C:11](B3OC(C)(C)C(C)(C)O3)=[CH:10][CH:9]=2)[C@H:6]1[C:23]1[CH:28]=[CH:27][CH:26]=[CH:25][CH:24]=1)=[O:4].Cl[C:31]1[N:36]=[CH:35][C:34]([O:37][CH:38]([F:40])[F:39])=[CH:33][N:32]=1.C([O-])([O-])=O.[Cs+].[Cs+]. The catalyst is O1CCOCC1.O.C1C=CC(P(C2C=CC=CC=2)[C-]2C=CC=C2)=CC=1.C1C=CC(P(C2C=CC=CC=2)[C-]2C=CC=C2)=CC=1.Cl[Pd]Cl.[Fe+2]. The product is [F:39][CH:38]([F:40])[O:37][C:34]1[CH:33]=[N:32][C:31]([C:11]2[CH:10]=[CH:9][C:8]([C@@H:7]3[C@@H:6]([C:23]4[CH:28]=[CH:27][CH:26]=[CH:25][CH:24]=4)[C@@:5]3([F:29])[C:3]([O:2][CH3:1])=[O:4])=[CH:13][CH:12]=2)=[N:36][CH:35]=1. The yield is 0.490. (3) The reactants are [C:1]([CH2:3][NH:4][C:5]([NH:7][CH2:8][CH3:9])=[O:6])#[N:2].[Cl:10][C:11]1[CH:27]=[C:26]([C:28]([F:31])([F:30])[F:29])[CH:25]=[CH:24][C:12]=1[O:13][C:14]1[CH:21]=[CH:20][C:17]([CH:18]=O)=[CH:16][C:15]=1[O:22][CH3:23].[Cl-].[NH4+]. The catalyst is C(O)C.CC(C)([O-])C.[K+]. The product is [Cl:10][C:11]1[CH:27]=[C:26]([C:28]([F:29])([F:30])[F:31])[CH:25]=[CH:24][C:12]=1[O:13][C:14]1[CH:21]=[CH:20][C:17](/[CH:18]=[C:3]2\[NH:4][C:5](=[O:6])[N:7]([CH2:8][CH3:9])[C:1]\2=[NH:2])=[CH:16][C:15]=1[O:22][CH3:23]. The yield is 0.330.